This data is from Forward reaction prediction with 1.9M reactions from USPTO patents (1976-2016). The task is: Predict the product of the given reaction. (1) Given the reactants [CH3:1][O:2][C:3]([N:5]1[C@@H:13]2[C@@H:8]([C@@:9]([OH:23])([C:14]#[C:15][C:16]3[CH:17]=[C:18]([CH3:22])[CH:19]=[CH:20][CH:21]=3)[CH2:10][CH2:11][CH2:12]2)[CH2:7][CH2:6]1)=[O:4].[CH:24]1([C:29](O)=[O:30])[CH2:28][CH2:27][CH2:26][CH2:25]1, predict the reaction product. The product is: [CH:24]1([C:29]([O:23][C@@:9]2([C:14]#[C:15][C:16]3[CH:17]=[C:18]([CH3:22])[CH:19]=[CH:20][CH:21]=3)[CH2:10][CH2:11][CH2:12][C@@H:13]3[C@H:8]2[CH2:7][CH2:6][N:5]3[C:3]([O:2][CH3:1])=[O:4])=[O:30])[CH2:28][CH2:27][CH2:26][CH2:25]1. (2) Given the reactants [OH-:1].[Na+].[CH2:3]([C:5]([NH2:14])([CH2:12][CH3:13])[CH2:6][NH:7][C:8]([CH3:11])([CH3:10])[CH3:9])[CH3:4].C(Cl)(Cl)Cl, predict the reaction product. The product is: [C:8]([N:7]1[CH2:6][C:5]([CH2:12][CH3:13])([CH2:3][CH3:4])[NH:14][C:5]([CH2:12][CH3:13])([CH2:3][CH3:4])[C:6]1=[O:1])([CH3:9])([CH3:11])[CH3:10]. (3) Given the reactants [N:1]1([C:12]([O:14][C:15]([CH3:18])([CH3:17])[CH3:16])=[O:13])[CH2:6][CH2:5][CH:4]([C:7]([O:9][CH2:10][CH3:11])=[O:8])[CH2:3][CH2:2]1.[Li+].CC([N-]C(C)C)C.Cl[CH2:28][O:29][CH2:30][CH2:31][O:32][CH3:33], predict the reaction product. The product is: [CH3:28][O:29][CH2:30][CH2:31][O:32][CH2:33][C:4]1([C:7]([O:9][CH2:10][CH3:11])=[O:8])[CH2:3][CH2:2][N:1]([C:12]([O:14][C:15]([CH3:17])([CH3:16])[CH3:18])=[O:13])[CH2:6][CH2:5]1.